From a dataset of Full USPTO retrosynthesis dataset with 1.9M reactions from patents (1976-2016). Predict the reactants needed to synthesize the given product. (1) Given the product [F:1][C:2]([F:38])([F:39])[C:3]1[CH:4]=[C:5]([CH:31]=[C:32]([C:34]([F:37])([F:36])[F:35])[CH:33]=1)[CH2:6][O:7][CH2:8][C@@:9]1([C:25]2[CH:30]=[CH:29][CH:28]=[CH:27][CH:26]=2)[CH2:13][CH2:12][C@@H:11]([NH2:14])[CH2:10]1, predict the reactants needed to synthesize it. The reactants are: [F:1][C:2]([F:39])([F:38])[C:3]1[CH:4]=[C:5]([CH:31]=[C:32]([C:34]([F:37])([F:36])[F:35])[CH:33]=1)[CH2:6][O:7][CH2:8][C@@:9]1([C:25]2[CH:30]=[CH:29][CH:28]=[CH:27][CH:26]=2)[CH2:13][CH2:12][C@@H:11]([N:14]2C(=O)C3C(=CC=CC=3)C2=O)[CH2:10]1.NN. (2) Given the product [F:21][C:18]([F:19])([F:20])[C:12]1[CH:13]=[C:14]([NH2:15])[CH:9]=[N:10][CH:11]=1, predict the reactants needed to synthesize it. The reactants are: C(N(CC)CC)C.Cl[C:9]1[C:14]([N+:15]([O-])=O)=[CH:13][C:12]([C:18]([F:21])([F:20])[F:19])=[CH:11][N:10]=1.